Dataset: Full USPTO retrosynthesis dataset with 1.9M reactions from patents (1976-2016). Task: Predict the reactants needed to synthesize the given product. (1) Given the product [C:21]([O:25][C:26](=[O:45])[NH:27][CH2:28][C:29]1[CH:34]=[CH:33][C:32]([C:2]2[C:3]3[CH:10]=[CH:9][N:8]([S:11]([C:14]4[CH:20]=[CH:19][C:17]([CH3:18])=[CH:16][CH:15]=4)(=[O:13])=[O:12])[C:4]=3[N:5]=[CH:6][N:7]=2)=[CH:31][C:30]=1[F:44])([CH3:24])([CH3:22])[CH3:23], predict the reactants needed to synthesize it. The reactants are: Cl[C:2]1[C:3]2[CH:10]=[CH:9][N:8]([S:11]([C:14]3[CH:20]=[CH:19][C:17]([CH3:18])=[CH:16][CH:15]=3)(=[O:13])=[O:12])[C:4]=2[N:5]=[CH:6][N:7]=1.[C:21]([O:25][C:26](=[O:45])[NH:27][CH2:28][C:29]1[CH:34]=[CH:33][C:32](B2OC(C)(C)C(C)(C)O2)=[CH:31][C:30]=1[F:44])([CH3:24])([CH3:23])[CH3:22].C(=O)([O-])[O-].[K+].[K+].COCCOC. (2) Given the product [CH3:20][S:21]([O:12][CH:10]1[CH2:11][N:8]([C:1]([O:3][C:4]([CH3:7])([CH3:6])[CH3:5])=[O:2])[CH2:9]1)(=[O:23])=[O:22], predict the reactants needed to synthesize it. The reactants are: [C:1]([N:8]1[CH2:11][CH:10]([OH:12])[CH2:9]1)([O:3][C:4]([CH3:7])([CH3:6])[CH3:5])=[O:2].C(N(CC)CC)C.[CH3:20][S:21](Cl)(=[O:23])=[O:22].C(OCC)(=O)C. (3) Given the product [F:26][C:27]1[CH:28]=[C:29]2[C:34](=[CH:35][CH:36]=1)[N:33]=[CH:32][CH:31]=[C:30]2[N:37]1[C:5]([C:7]2[C:12](=[O:13])[CH:11]=[CH:10][N:9]([C:14]3[CH:19]=[CH:18][CH:17]=[C:16]([O:20][C:21]([F:24])([F:23])[F:22])[CH:15]=3)[N:8]=2)=[CH:4][CH:3]=[N:2]1, predict the reactants needed to synthesize it. The reactants are: C[N:2](C)/[CH:3]=[CH:4]/[C:5]([C:7]1[C:12](=[O:13])[CH:11]=[CH:10][N:9]([C:14]2[CH:19]=[CH:18][CH:17]=[C:16]([O:20][C:21]([F:24])([F:23])[F:22])[CH:15]=2)[N:8]=1)=O.[F:26][C:27]1[CH:28]=[C:29]2[C:34](=[CH:35][CH:36]=1)[N:33]=[CH:32][CH:31]=[C:30]2[NH:37]N. (4) Given the product [Cl:8][C:6]1[CH:7]=[C:2]([CH:26]2[CH2:28][CH2:27]2)[C:3]2[N:4]([N:10]=[C:11]([CH2:13][CH2:14][C:15]3[N:16]([CH3:25])[N:17]=[C:18]([N:20]4[CH2:24][CH2:23][CH2:22][CH2:21]4)[N:19]=3)[N:12]=2)[C:5]=1[CH3:9], predict the reactants needed to synthesize it. The reactants are: Br[C:2]1[C:3]2[N:4]([N:10]=[C:11]([CH2:13][CH2:14][C:15]3[N:16]([CH3:25])[N:17]=[C:18]([N:20]4[CH2:24][CH2:23][CH2:22][CH2:21]4)[N:19]=3)[N:12]=2)[C:5]([CH3:9])=[C:6]([Cl:8])[CH:7]=1.[CH:26]1(B(O)O)[CH2:28][CH2:27]1.C(=O)([O-])[O-].[Cs+].[Cs+].